Dataset: Catalyst prediction with 721,799 reactions and 888 catalyst types from USPTO. Task: Predict which catalyst facilitates the given reaction. (1) Reactant: C(O[CH:4](OCC)[CH2:5][NH:6][C:7]([C:9]1[CH:14]=[CH:13][CH:12]=[C:11]([Br:15])[CH:10]=1)=[NH:8])C. Product: [Br:15][C:11]1[CH:10]=[C:9]([C:7]2[NH:8][CH:4]=[CH:5][N:6]=2)[CH:14]=[CH:13][CH:12]=1. The catalyst class is: 106. (2) Reactant: N[C@H](C(O)=O)CC1C=C2C(C=CC=C2)=CC=1.C[Si](Cl)(C)C.[F:22][C:23]1[CH:28]=[CH:27][C:26]([CH:29]([C:31]2[S:32][CH:33]=[CH:34][CH:35]=2)O)=[CH:25][CH:24]=1.O. Product: [F:22][C:23]1[CH:28]=[CH:27][C:26]([CH2:29][C:31]2[S:32][CH:33]=[CH:34][CH:35]=2)=[CH:25][CH:24]=1. The catalyst class is: 23. (3) Reactant: [C:1]([O:5][CH2:6][CH2:7][CH2:8][CH2:9][CH2:10][CH2:11][CH2:12][CH2:13][CH2:14][CH2:15][CH2:16][CH2:17][CH2:18][CH2:19][CH2:20][CH2:21][CH2:22][CH2:23][CH2:24][CH3:25])(=[O:4])[CH:2]=[CH2:3].[C:26]([O:31][CH2:32][CH2:33][CH2:34][CH2:35][CH2:36][CH2:37][CH2:38][CH2:39][CH2:40][CH2:41][CH2:42][CH3:43])(=[O:30])[C:27]([CH3:29])=[CH2:28].[C:44]1(=[O:50])[O:49][C:47](=[O:48])[CH:46]=[CH:45]1. Product: [C:1]([O:5][CH2:6][CH2:7][CH2:8][CH2:9][CH2:10][CH2:11][CH2:12][CH2:13][CH2:14][CH2:15][CH2:16][CH2:17][CH2:18][CH2:19][CH2:20][CH2:21][CH2:22][CH2:23][CH2:24][CH3:25])(=[O:4])[CH:2]=[CH2:3].[C:26]([O:31][CH2:32][CH2:33][CH2:34][CH2:35][CH2:36][CH2:37][CH2:38][CH2:39][CH2:40][CH2:41][CH2:42][CH3:43])(=[O:30])[C:27]([CH3:29])=[CH2:28].[C:47]1(=[O:48])[O:49][C:44](=[O:50])[CH:45]=[CH:46]1. The catalyst class is: 11. (4) Reactant: [F:1][C:2]1[CH:7]=[CH:6][CH:5]=[CH:4][C:3]=1[S:8]([NH:11][C:12]1[CH:21]=[CH:20][C:19]2[CH2:18][CH2:17][CH:16]=[C:15]([O:22][CH3:23])[C:14]=2[C:13]=1[C:24]([O:26][CH3:27])=[O:25])(=[O:10])=[O:9].[H][H]. Product: [F:1][C:2]1[CH:7]=[CH:6][CH:5]=[CH:4][C:3]=1[S:8]([NH:11][C:12]1[CH:21]=[CH:20][C:19]2[CH2:18][CH2:17][CH2:16][CH:15]([O:22][CH3:23])[C:14]=2[C:13]=1[C:24]([O:26][CH3:27])=[O:25])(=[O:10])=[O:9]. The catalyst class is: 78.